This data is from Forward reaction prediction with 1.9M reactions from USPTO patents (1976-2016). The task is: Predict the product of the given reaction. (1) Given the reactants [Cl:1][C:2]1[N:7]=[CH:6][NH:5][C:4]2=[N:8][CH:9]=[CH:10][C:3]=12.[H-].[Na+].I[CH3:14], predict the reaction product. The product is: [Cl:1][C:2]1[C:3]2[CH:10]=[CH:9][N:8]([CH3:14])[C:4]=2[N:5]=[CH:6][N:7]=1. (2) Given the reactants [F:1][CH:2]([F:12])[O:3][C:4]1[CH:11]=[CH:10][CH:9]=[CH:8][C:5]=1[CH:6]=[O:7].[Cl:13][C:14]1[C:15](C(O)=O)=[N:16][C:17]([S:20][CH3:21])=[N:18][CH:19]=1, predict the reaction product. The product is: [Cl:13][C:14]1[C:15]([CH:6]([C:5]2[CH:8]=[CH:9][CH:10]=[CH:11][C:4]=2[O:3][CH:2]([F:12])[F:1])[OH:7])=[N:16][C:17]([S:20][CH3:21])=[N:18][CH:19]=1. (3) Given the reactants [CH2:1]([O:3][C:4]1[CH:5]=[C:6]([C@H:12]([N:19]2[C:27](=[O:28])[C:26]3[C:21](=[CH:22][CH:23]=[CH:24][C:25]=3[NH:29][C:30](=[O:34])[CH:31]([CH3:33])[CH3:32])[CH2:20]2)[CH2:13][CH2:14][N:15]([CH:17]=[O:18])[OH:16])[CH:7]=[CH:8][C:9]=1[O:10][CH3:11])[CH3:2].[C:35](OC(=O)C)(=[O:37])[CH3:36], predict the reaction product. The product is: [C:35]([O:16][N:15]([CH2:14][CH2:13][C@@H:12]([N:19]1[C:27](=[O:28])[C:26]2[C:21](=[CH:22][CH:23]=[CH:24][C:25]=2[NH:29][C:30](=[O:34])[CH:31]([CH3:33])[CH3:32])[CH2:20]1)[C:6]1[CH:7]=[CH:8][C:9]([O:10][CH3:11])=[C:4]([O:3][CH2:1][CH3:2])[CH:5]=1)[CH:17]=[O:18])(=[O:37])[CH3:36]. (4) Given the reactants Cl.[CH3:2][C:3]1([CH3:26])[CH2:12][CH2:11][C:10]([CH3:14])([CH3:13])[C:9]2[CH:8]=[C:7]([C:15]3[N:16]=[N:17][N:18]([CH:20]4[CH2:25][CH2:24][NH:23][CH2:22][CH2:21]4)[CH:19]=3)[CH:6]=[CH:5][C:4]1=2.Cl[CH2:28][CH2:29][CH2:30][CH2:31][O:32]C(=O)C.[OH-].[Na+], predict the reaction product. The product is: [CH3:2][C:3]1([CH3:26])[CH2:12][CH2:11][C:10]([CH3:13])([CH3:14])[C:9]2[CH:8]=[C:7]([C:15]3[N:16]=[N:17][N:18]([CH:20]4[CH2:25][CH2:24][N:23]([CH2:28][CH2:29][CH2:30][CH2:31][OH:32])[CH2:22][CH2:21]4)[CH:19]=3)[CH:6]=[CH:5][C:4]1=2. (5) Given the reactants IC.[CH3:3][C:4]([O:7][C:8]([NH:10][C@H:11]([C:17]([OH:19])=[O:18])[CH2:12][CH2:13][CH2:14][CH2:15][OH:16])=[O:9])([CH3:6])[CH3:5].[C:20]([O-])(O)=O.[Na+], predict the reaction product. The product is: [C:4]([O:7][C:8]([NH:10][C@@H:11]([CH2:12][CH2:13][CH2:14][CH2:15][OH:16])[C:17]([O:19][CH3:20])=[O:18])=[O:9])([CH3:3])([CH3:5])[CH3:6]. (6) The product is: [OH:1][C@H:2]([C:23]1[CH:24]=[N:25][CH:26]=[CH:27][CH:28]=1)[CH2:3][NH:4][C@H:5]([CH3:22])[CH2:6][C:7]1[C:15]2[C:10](=[C:11]([O:16][C@@H:17]([CH3:21])[C:18]([O:20][CH2:30][CH3:31])=[O:19])[CH:12]=[CH:13][CH:14]=2)[NH:9][CH:8]=1. Given the reactants [OH:1][C@H:2]([C:23]1[CH:24]=[N:25][CH:26]=[CH:27][CH:28]=1)[CH2:3][NH:4][C@H:5]([CH3:22])[CH2:6][C:7]1[C:15]2[C:10](=[C:11]([O:16][C@@H:17]([CH3:21])[C:18]([OH:20])=[O:19])[CH:12]=[CH:13][CH:14]=2)[NH:9][CH:8]=1.Cl.[C:30](OCC)(=O)[CH3:31].C(OC(C)C)(C)C, predict the reaction product. (7) Given the reactants C([Si](C)(C)[O:6][CH:7]([C:38]([CH3:41])([CH3:40])[CH3:39])[C:8]#[C:9][C:10]1[CH:15]=[CH:14][C:13]([C:16]([C:21]2[CH:26]=[CH:25][C:24]([NH:27][C:28]([CH2:30][CH2:31][CH2:32][C:33]([OH:35])=[O:34])=[O:29])=[C:23]([CH3:36])[CH:22]=2)([CH2:19][CH3:20])[CH2:17][CH3:18])=[CH:12][C:11]=1[CH3:37])(C)(C)C.[CH3:44]O, predict the reaction product. The product is: [CH3:44][O:35][C:33](=[O:34])[CH2:32][CH2:31][CH2:30][C:28](=[O:29])[NH:27][C:24]1[CH:25]=[CH:26][C:21]([C:16]([CH2:19][CH3:20])([C:13]2[CH:14]=[CH:15][C:10]([CH2:9][CH2:8][CH:7]([OH:6])[C:38]([CH3:41])([CH3:40])[CH3:39])=[C:11]([CH3:37])[CH:12]=2)[CH2:17][CH3:18])=[CH:22][C:23]=1[CH3:36]. (8) Given the reactants [Cl:1][C:2]1[CH:7]=[CH:6][C:5]([C:8]2[C:16]3[C:11](=[N:12][CH:13]=[N:14][C:15]=3[NH2:17])[N:10]([C@@H:18]3[CH2:22][CH2:21][NH:20][CH2:19]3)[N:9]=2)=[CH:4][CH:3]=1.[C:23]([CH2:25][C:26](O)=[O:27])#[N:24].ON1C2N=CC=CC=2N=N1.Cl.CN(C)CCCN=C=NCC.CCN(C(C)C)C(C)C, predict the reaction product. The product is: [NH2:17][C:15]1[N:14]=[CH:13][N:12]=[C:11]2[N:10]([C@@H:18]3[CH2:22][CH2:21][N:20]([C:26](=[O:27])[CH2:25][C:23]#[N:24])[CH2:19]3)[N:9]=[C:8]([C:5]3[CH:6]=[CH:7][C:2]([Cl:1])=[CH:3][CH:4]=3)[C:16]=12. (9) Given the reactants C(OC(=O)[NH:7][CH2:8][CH2:9][C:10]#[C:11][C:12]1[CH:17]=[CH:16][CH:15]=[CH:14][CH:13]=1)(C)(C)C, predict the reaction product. The product is: [C:12]1(/[CH:11]=[CH:10]\[CH2:9][CH2:8][NH2:7])[CH:17]=[CH:16][CH:15]=[CH:14][CH:13]=1. (10) Given the reactants [NH2:1][C:2]1[N:10]=[CH:9][C:8]([Cl:11])=[CH:7][C:3]=1[C:4]([NH2:6])=[O:5].[Br:12][CH2:13][C:14]1[CH:19]=[C:18]([CH3:20])[CH:17]=[CH:16][C:15]=1[F:21], predict the reaction product. The product is: [BrH:12].[Cl:11][C:8]1[CH:7]=[C:3]([C:4]([NH2:6])=[O:5])[C:2](=[NH:1])[N:10]([CH2:13][C:14]2[CH:19]=[C:18]([CH3:20])[CH:17]=[CH:16][C:15]=2[F:21])[CH:9]=1.